This data is from Peptide-MHC class II binding affinity with 134,281 pairs from IEDB. The task is: Regression. Given a peptide amino acid sequence and an MHC pseudo amino acid sequence, predict their binding affinity value. This is MHC class II binding data. (1) The peptide sequence is AFKVAATAANAAPAH. The MHC is DRB1_0701 with pseudo-sequence DRB1_0701. The binding affinity (normalized) is 0.738. (2) The peptide sequence is QDKLCGSLIGMTNRA. The MHC is DRB1_1301 with pseudo-sequence DRB1_1301. The binding affinity (normalized) is 0.423. (3) The peptide sequence is ATPEAKYDAYVATLS. The MHC is DRB1_1302 with pseudo-sequence DRB1_1302. The binding affinity (normalized) is 0.0733. (4) The peptide sequence is RQAGVQYSRA. The MHC is HLA-DQA10301-DQB10302 with pseudo-sequence HLA-DQA10301-DQB10302. The binding affinity (normalized) is 0.0743. (5) The binding affinity (normalized) is 0.265. The peptide sequence is QYAGCSEDEIRQTLD. The MHC is DRB1_0101 with pseudo-sequence DRB1_0101.